The task is: Regression. Given a peptide amino acid sequence and an MHC pseudo amino acid sequence, predict their binding affinity value. This is MHC class I binding data.. This data is from Peptide-MHC class I binding affinity with 185,985 pairs from IEDB/IMGT. (1) The peptide sequence is YRRKLTNPA. The MHC is HLA-A02:06 with pseudo-sequence HLA-A02:06. The binding affinity (normalized) is 0.0847. (2) The peptide sequence is KMAVEVGSI. The MHC is HLA-A68:02 with pseudo-sequence HLA-A68:02. The binding affinity (normalized) is 0.381. (3) The peptide sequence is WRFDSRLAF. The MHC is HLA-B40:02 with pseudo-sequence HLA-B40:02. The binding affinity (normalized) is 0.186. (4) The peptide sequence is EINAFVAGM. The MHC is HLA-A26:03 with pseudo-sequence HLA-A26:03. The binding affinity (normalized) is 0.710.